Dataset: Catalyst prediction with 721,799 reactions and 888 catalyst types from USPTO. Task: Predict which catalyst facilitates the given reaction. (1) Reactant: [F:1][C:2]1[CH:7]=[CH:6][C:5]([CH:8]([OH:29])[CH:9]([CH2:15][C:16]2[CH:21]=[CH:20][CH:19]=[C:18]([CH2:22][C:23]([F:28])([F:27])[CH:24]([F:26])[F:25])[CH:17]=2)[C:10]([O:12]CC)=[O:11])=[CH:4][CH:3]=1.[OH-].[Na+].CO.O. Product: [F:1][C:2]1[CH:7]=[CH:6][C:5]([CH:8]([OH:29])[CH:9]([CH2:15][C:16]2[CH:21]=[CH:20][CH:19]=[C:18]([CH2:22][C:23]([F:28])([F:27])[CH:24]([F:26])[F:25])[CH:17]=2)[C:10]([OH:12])=[O:11])=[CH:4][CH:3]=1. The catalyst class is: 7. (2) Reactant: [CH3:1][S:2]([C:5]1[CH:14]=[CH:13][C:8]([C:9]([O:11]C)=[O:10])=[C:7]([CH2:15][S:16][CH3:17])[C:6]=1[F:18])(=[O:4])=[O:3].[OH-].[Na+]. Product: [CH3:1][S:2]([C:5]1[CH:14]=[CH:13][C:8]([C:9]([OH:11])=[O:10])=[C:7]([CH2:15][S:16][CH3:17])[C:6]=1[F:18])(=[O:3])=[O:4]. The catalyst class is: 5. (3) Product: [Br:1][C:2]1[C:13]2[C:5](=[CH:6][C:7]([C:16]3[CH:21]=[CH:20][CH:19]=[CH:18][C:17]=3[Cl:22])=[C:8]3[C:12]=2[C:11](=[O:14])[NH:10][C:9]3=[O:15])[N:4]([CH2:23][CH2:24][CH2:25][N:30]([CH2:31][CH2:32][CH3:33])[CH2:27][CH2:28][CH3:29])[CH:3]=1. Reactant: [Br:1][C:2]1[C:13]2[C:5](=[CH:6][C:7]([C:16]3[CH:21]=[CH:20][CH:19]=[CH:18][C:17]=3[Cl:22])=[C:8]3[C:12]=2[C:11](=[O:14])[NH:10][C:9]3=[O:15])[N:4]([CH2:23][CH2:24][CH2:25]O)[CH:3]=1.[CH2:27]([NH:30][CH2:31][CH2:32][CH3:33])[CH2:28][CH3:29]. The catalyst class is: 41. (4) Reactant: [OH:1][C:2]1[CH:3]=[C:4]2[C:8](=[CH:9][CH:10]=1)[N:7]=[C:6]([CH3:11])[C:5]2([CH3:13])[CH3:12].Br[CH2:15][CH2:16][CH2:17][CH2:18][CH2:19][C:20]([O:22][CH2:23][CH3:24])=[O:21].C(=O)([O-])[O-].[K+].[K+]. Product: [C:20]([CH2:19][CH2:18][CH2:17][CH2:16][CH2:15][O:1][C:2]1[CH:3]=[C:4]2[C:8](=[CH:9][CH:10]=1)[N:7]=[C:6]([CH3:11])[C:5]2([CH3:13])[CH3:12])([O:22][CH2:23][CH3:24])=[O:21]. The catalyst class is: 21. (5) Reactant: [Br:1][C:2]1[CH:11]=[C:10]2[C:5]([CH:6]([NH:14][C:15](=O)OC(C)(C)C)[CH2:7][C:8]([CH3:13])([CH3:12])[O:9]2)=[CH:4][C:3]=1[CH3:22].O(C(OC(C)(C)C)=O)[C:24](OC(C)(C)C)=O.C(N(CC)CC)C.O. Product: [Br:1][C:2]1[CH:11]=[C:10]2[C:5]([CH:6]([N:14]([CH3:15])[CH3:24])[CH2:7][C:8]([CH3:12])([CH3:13])[O:9]2)=[CH:4][C:3]=1[CH3:22]. The catalyst class is: 2. (6) Reactant: [F:1][C:2]([F:19])([F:18])[C:3]1[CH:8]=[C:7]([C:9]([F:12])([F:11])[F:10])[CH:6]=[CH:5][C:4]=1[C:13]#[C:14][CH2:15][CH2:16][OH:17]. Product: [F:1][C:2]([F:18])([F:19])[C:3]1[CH:8]=[C:7]([C:9]([F:10])([F:11])[F:12])[CH:6]=[CH:5][C:4]=1[CH2:13][CH2:14][CH2:15][CH2:16][OH:17]. The catalyst class is: 14. (7) Reactant: [CH3:1][O:2][C:3](=[O:20])[C:4]1[CH:9]=[C:8]([N+:10]([O-])=O)[C:7]([NH:13][CH3:14])=[CH:6][C:5]=1[N:15]([CH2:18][CH3:19])[CH2:16][CH3:17]. Product: [CH3:1][O:2][C:3](=[O:20])[C:4]1[CH:9]=[C:8]([NH2:10])[C:7]([NH:13][CH3:14])=[CH:6][C:5]=1[N:15]([CH2:16][CH3:17])[CH2:18][CH3:19]. The catalyst class is: 45. (8) Reactant: C[Si]([N-][Si](C)(C)C)(C)C.[Li+].[Si:11]([O:18][CH2:19][C:20]([CH3:58])([CH3:57])[CH2:21][N:22]1[C:28]2[CH:29]=[CH:30][C:31]([Cl:33])=[CH:32][C:27]=2[C@@H:26]([C:34]2[CH:39]=[CH:38][CH:37]=[C:36]([O:40][CH3:41])[C:35]=2[O:42][CH3:43])[O:25][C@H:24]([CH2:44][C:45]2[S:46][C:47]([CH2:50][C:51]([O:53][CH2:54][CH3:55])=[O:52])=[CH:48][N:49]=2)[C:23]1=[O:56])([C:14]([CH3:17])([CH3:16])[CH3:15])([CH3:13])[CH3:12].[CH2:59](Br)[C:60]1[CH:65]=[CH:64][CH:63]=[CH:62][CH:61]=1.[Cl-].[NH4+]. Product: [Si:11]([O:18][CH2:19][C:20]([CH3:57])([CH3:58])[CH2:21][N:22]1[C:28]2[CH:29]=[CH:30][C:31]([Cl:33])=[CH:32][C:27]=2[C@@H:26]([C:34]2[CH:39]=[CH:38][CH:37]=[C:36]([O:40][CH3:41])[C:35]=2[O:42][CH3:43])[O:25][C@H:24]([CH2:44][C:45]2[S:46][C:47]([CH:50]([CH2:59][C:60]3[CH:65]=[CH:64][CH:63]=[CH:62][CH:61]=3)[C:51]([O:53][CH2:54][CH3:55])=[O:52])=[CH:48][N:49]=2)[C:23]1=[O:56])([C:14]([CH3:15])([CH3:16])[CH3:17])([CH3:13])[CH3:12]. The catalyst class is: 1. (9) Reactant: [F:1][C:2]1[CH:10]=[CH:9][C:8]([O:11][C:12]([F:15])([F:14])[F:13])=[C:7]2[C:3]=1[CH:4]=[CH:5][N:6]2[CH2:16][CH2:17][O:18][CH3:19].[C:20](O[C:20]([C:22]([F:25])([F:24])[F:23])=[O:21])([C:22]([F:25])([F:24])[F:23])=[O:21]. Product: [F:23][C:22]([F:25])([F:24])[C:20]([C:4]1[C:3]2[C:7](=[C:8]([O:11][C:12]([F:14])([F:15])[F:13])[CH:9]=[CH:10][C:2]=2[F:1])[N:6]([CH2:16][CH2:17][O:18][CH3:19])[CH:5]=1)=[O:21]. The catalyst class is: 3.